Dataset: Reaction yield outcomes from USPTO patents with 853,638 reactions. Task: Predict the reaction yield, written as a fraction of the theoretical maximum amount of product (1.0 means a 100% yield; for example, 0.34 means a 34% yield). (1) The reactants are Br[C:2]1[C:3]([C:12]2[CH:17]=[CH:16][C:15]([NH:18][C:19]([NH:21][C:22]3[CH:27]=[CH:26][CH:25]=[CH:24][CH:23]=3)=[O:20])=[CH:14][CH:13]=2)=[N:4][N:5]([CH2:7][C:8]([F:11])([F:10])[F:9])[CH:6]=1.CC1(C)C(C)(C)OB([C:36]2[CH:41]=[CH:40][N:39]=[C:38]3[NH:42][CH:43]=[CH:44][C:37]=23)O1.C(=O)(O)[O-].[Na+]. The catalyst is C1C=CC([P]([Pd]([P](C2C=CC=CC=2)(C2C=CC=CC=2)C2C=CC=CC=2)([P](C2C=CC=CC=2)(C2C=CC=CC=2)C2C=CC=CC=2)[P](C2C=CC=CC=2)(C2C=CC=CC=2)C2C=CC=CC=2)(C2C=CC=CC=2)C2C=CC=CC=2)=CC=1.CN(C)C=O. The product is [C:22]1([NH:21][C:19]([NH:18][C:15]2[CH:16]=[CH:17][C:12]([C:3]3[C:2]([C:36]4[CH:41]=[CH:40][N:39]=[C:38]5[NH:42][CH:43]=[CH:44][C:37]=45)=[CH:6][N:5]([CH2:7][C:8]([F:11])([F:10])[F:9])[N:4]=3)=[CH:13][CH:14]=2)=[O:20])[CH:27]=[CH:26][CH:25]=[CH:24][CH:23]=1. The yield is 0.350. (2) The reactants are [C:1]([O:5][C:6]([CH3:9])([CH3:8])[CH3:7])(=[O:4])[CH:2]=[CH2:3].[N+:10]([CH:13]([CH3:15])[CH3:14])([O-])=O. The catalyst is CO.C(O)C.[Ni]. The product is [NH2:10][C:13]([CH3:15])([CH3:14])[CH2:3][CH2:2][C:1]([O:5][C:6]([CH3:9])([CH3:8])[CH3:7])=[O:4]. The yield is 0.630. (3) The reactants are [CH:1]1([N:6]2[C:10]3[N:11]=[C:12]([NH:15][C:16]4[CH:24]=[CH:23][C:19]([C:20](O)=[O:21])=[CH:18][N:17]=4)[N:13]=[CH:14][C:9]=3[CH:8]=[C:7]2[C:25](=[O:29])[N:26]([CH3:28])[CH3:27])[CH2:5][CH2:4][CH2:3][CH2:2]1.[N:30]12[CH2:38][CH2:37][CH:34]([CH2:35][CH2:36]1)[NH:33][CH2:32][CH2:31]2. No catalyst specified. The product is [CH3:28][N:26]([CH3:27])[C:25]([C:7]1[N:6]([CH:1]2[CH2:5][CH2:4][CH2:3][CH2:2]2)[C:10]2[N:11]=[C:12]([NH:15][C:16]3[CH:24]=[CH:23][C:19]([C:20]([N:33]4[CH:34]5[CH2:37][CH2:38][N:30]([CH2:36][CH2:35]5)[CH2:31][CH2:32]4)=[O:21])=[CH:18][N:17]=3)[N:13]=[CH:14][C:9]=2[CH:8]=1)=[O:29]. The yield is 0.230. (4) The reactants are [OH-].[Na+].CS(C)=O.C[O:8][C:9](=[O:22])[CH:10]([S:19][CH2:20][CH3:21])[CH2:11][C:12]1[CH:17]=[CH:16][C:15]([OH:18])=[CH:14][CH:13]=1.[C:23]([O:27][C:28]([NH:30][C:31]1[CH:36]=[CH:35][C:34]([CH2:37][CH2:38]OS(C2C=CC(C)=CC=2)(=O)=O)=[CH:33][CH:32]=1)=[O:29])([CH3:26])([CH3:25])[CH3:24]. The catalyst is O.O1CCCC1. The product is [C:23]([O:27][C:28]([NH:30][C:31]1[CH:36]=[CH:35][C:34]([CH2:37][CH2:38][O:18][C:15]2[CH:16]=[CH:17][C:12]([CH2:11][CH:10]([S:19][CH2:20][CH3:21])[C:9]([OH:8])=[O:22])=[CH:13][CH:14]=2)=[CH:33][CH:32]=1)=[O:29])([CH3:26])([CH3:25])[CH3:24]. The yield is 0.340.